This data is from Full USPTO retrosynthesis dataset with 1.9M reactions from patents (1976-2016). The task is: Predict the reactants needed to synthesize the given product. (1) Given the product [CH3:1][CH2:2][N:3]1[CH2:8][CH2:7][N:6]([C:9]2[CH:10]=[C:11]3[N:20]([CH:21]4[CH2:23][CH2:22]4)[CH:19]=[C:18]([C:24]([OH:26])=[O:25])[C:16](=[O:17])[C:12]3=[CH:13][C:14]=2[F:15])[CH2:5][CH2:4]1.[C:27]([OH:40])(=[O:39])[CH2:28][CH2:29][CH2:30][CH2:31][CH2:32][CH2:33][CH2:34][CH2:35][CH2:36][CH2:37][CH3:38], predict the reactants needed to synthesize it. The reactants are: [CH3:1][CH2:2][N:3]1[CH2:8][CH2:7][N:6]([C:9]2[CH:10]=[C:11]3[N:20]([CH:21]4[CH2:23][CH2:22]4)[CH:19]=[C:18]([C:24]([OH:26])=[O:25])[C:16](=[O:17])[C:12]3=[CH:13][C:14]=2[F:15])[CH2:5][CH2:4]1.[C:27]([OH:40])(=[O:39])[CH2:28][CH2:29][CH2:30][CH2:31][CH2:32][CH2:33][CH2:34][CH2:35][CH2:36][CH2:37][CH3:38]. (2) Given the product [NH2:1][C:2]1[C:7]2=[CH:8][CH:9]=[C:10]([C@@H:11]3[O:12][C@H:13]4[C@@H:14]([O:17][Si:26]([CH:36]([CH3:38])[CH3:37])([CH:39]([CH3:41])[CH3:40])[O:27][Si:28]([CH:32]([CH3:34])[CH3:33])([CH:29]([CH3:30])[CH3:31])[O:19][CH2:18]4)[C@H:15]3[OH:16])[N:6]2[N:5]=[CH:4][N:3]=1, predict the reactants needed to synthesize it. The reactants are: [NH2:1][C:2]1[C:7]2=[CH:8][CH:9]=[C:10]([C@H:11]3[C@H:15]([OH:16])[C@H:14]([OH:17])[C@@H:13]([CH2:18][OH:19])[O:12]3)[N:6]2[N:5]=[CH:4][N:3]=1.N1C=CN=C1.Cl[Si:26]([CH:39]([CH3:41])[CH3:40])([CH:36]([CH3:38])[CH3:37])[O:27][Si:28](Cl)([CH:32]([CH3:34])[CH3:33])[CH:29]([CH3:31])[CH3:30].O. (3) Given the product [Cl:1][C:2]1[CH:3]=[CH:4][C:5]([O:6][C:7]2[CH:8]=[CH:9][C:10]([N:13]3[C@@H:17]([C:18]4[CH:23]=[CH:22][CH:21]=[C:20]([C:24]([F:25])([F:27])[F:26])[CH:19]=4)[CH2:16][C@H:15]([CH2:28][CH2:29][OH:40])[C:14]3=[O:31])=[CH:11][CH:12]=2)=[CH:32][CH:33]=1, predict the reactants needed to synthesize it. The reactants are: [Cl:1][C:2]1[CH:33]=[CH:32][C:5]([O:6][C:7]2[CH:12]=[CH:11][C:10]([N:13]3[C@@H:17]([C:18]4[CH:23]=[CH:22][CH:21]=[C:20]([C:24]([F:27])([F:26])[F:25])[CH:19]=4)[CH2:16][C@H:15]([CH2:28][CH:29]=C)[C:14]3=[O:31])=[CH:9][CH:8]=2)=[CH:4][CH:3]=1.[BH4-].[Na+].C(Cl)Cl.C[OH:40]. (4) Given the product [N+:11]([C:8]1[CH:7]=[CH:6][C:5]([C:4]2[NH:18][N:17]=[CH:15][N:14]=2)=[CH:10][CH:9]=1)([O-:13])=[O:12], predict the reactants needed to synthesize it. The reactants are: Cl.CO[C:4](=[NH:14])[C:5]1[CH:10]=[CH:9][C:8]([N+:11]([O-:13])=[O:12])=[CH:7][CH:6]=1.[CH:15]([NH:17][NH2:18])=O.